This data is from Catalyst prediction with 721,799 reactions and 888 catalyst types from USPTO. The task is: Predict which catalyst facilitates the given reaction. (1) Reactant: [Br:1][C:2]1[N:3]=[C:4]([C:10]#[C:11][Si](C)(C)C)[C:5]([NH2:9])=[N:6][C:7]=1[Cl:8].CC([O-])(C)C.[K+].C([O-])(O)=O.[Na+]. Product: [Br:1][C:2]1[N:3]=[C:4]2[CH:10]=[CH:11][NH:9][C:5]2=[N:6][C:7]=1[Cl:8]. The catalyst class is: 20. (2) Reactant: [OH:1][C@@H:2]1[CH2:7][N:6]([CH3:8])[C@H:5]([C:9]([N:11]2[CH2:16][CH:15]=[C:14]([C:17]3[CH:22]=[CH:21][CH:20]=[CH:19][CH:18]=3)[CH2:13][CH2:12]2)=[O:10])[C@@H:4]([C:23](OC)=[O:24])[CH2:3]1.O[C@@H:28]1[CH2:33][NH:32][C@H:31](C(O)=O)[C@@H:30](C(OC)=O)[CH2:29]1.Cl.C1(C2CCNCC=2)C=CC=CC=1.F[P-](F)(F)(F)(F)F.[N:61]1([O:70][P+](N(C)C)(N(C)C)N(C)C)C2C=CC=CC=2N=N1.CN(C)[CH:83]=[O:84].C(N(CC)C(C)C)(C)C.C(#N)C.O1CCCC1.C=O.C(O[BH-](OC(=O)C)OC(=O)C)(=O)C.[Na+]. Product: [N:32]1([C:83]([O:1][C@H:2]2[CH2:3][C@H:4]([C:23]([NH:61][OH:70])=[O:24])[C@@H:5]([C:9]([N:11]3[CH2:16][CH:15]=[C:14]([C:17]4[CH:22]=[CH:21][CH:20]=[CH:19][CH:18]=4)[CH2:13][CH2:12]3)=[O:10])[N:6]([CH3:8])[CH2:7]2)=[O:84])[CH2:33][CH2:28][CH2:29][CH2:30][CH2:31]1. The catalyst class is: 6. (3) Reactant: [CH2:1]([C:5]1[O:9][N:8]=[C:7]([C:10]([O:12][CH3:13])=[O:11])[CH:6]=1)[CH:2]([CH3:4])[CH3:3].[I:14]N1C(=O)CCC1=O. Product: [I:14][C:6]1[C:7]([C:10]([O:12][CH3:13])=[O:11])=[N:8][O:9][C:5]=1[CH2:1][CH:2]([CH3:4])[CH3:3]. The catalyst class is: 55.